Task: Predict the reactants needed to synthesize the given product.. Dataset: Full USPTO retrosynthesis dataset with 1.9M reactions from patents (1976-2016) Given the product [C:1]([C:3]1[C:4]([O:30][CH:31]([CH3:33])[CH3:32])=[CH:5][C:6]([NH:9][C:10]([N:12]2[C:21]3[C:16](=[CH:17][C:18]([CH2:27][N:28]([CH3:29])[C:44](=[O:45])[CH2:43][N:42]([CH3:47])[CH3:41])=[C:19]([CH:22]([O:25][CH3:26])[O:23][CH3:24])[N:20]=3)[CH2:15][CH2:14][CH2:13]2)=[O:11])=[N:7][CH:8]=1)#[N:2], predict the reactants needed to synthesize it. The reactants are: [C:1]([C:3]1[C:4]([O:30][CH:31]([CH3:33])[CH3:32])=[CH:5][C:6]([NH:9][C:10]([N:12]2[C:21]3[C:16](=[CH:17][C:18]([CH2:27][NH:28][CH3:29])=[C:19]([CH:22]([O:25][CH3:26])[O:23][CH3:24])[N:20]=3)[CH2:15][CH2:14][CH2:13]2)=[O:11])=[N:7][CH:8]=1)#[N:2].CCN(CC)CC.[CH3:41][N:42]([CH3:47])[CH2:43][C:44](Cl)=[O:45].